From a dataset of Forward reaction prediction with 1.9M reactions from USPTO patents (1976-2016). Predict the product of the given reaction. (1) Given the reactants [Br:1][C:2]1[C:10]2[C:9]([NH:11][C:12]3[CH:13]=[C:14]4[CH:20]=[N:19][NH:18][C:15]4=[CH:16][N:17]=3)=[N:8][CH:7]=[N:6][C:5]=2[NH:4][C:3]=1[C:21](O)=[O:22].[CH3:24][C@H:25]1[CH2:30][O:29][CH2:28][CH2:27][NH:26]1, predict the reaction product. The product is: [Br:1][C:2]1[C:10]2[C:9]([NH:11][C:12]3[CH:13]=[C:14]4[CH:20]=[N:19][NH:18][C:15]4=[CH:16][N:17]=3)=[N:8][CH:7]=[N:6][C:5]=2[NH:4][C:3]=1[C:21]([N:26]1[CH2:27][CH2:28][O:29][CH2:30][C@@H:25]1[CH3:24])=[O:22]. (2) Given the reactants [CH3:1][O:2][C:3](=[O:13])[C:4]1[CH:9]=[CH:8][C:7]([CH2:10][CH3:11])=[C:6]([OH:12])[CH:5]=1.[F:14][C:15]([F:29])([F:28])[O:16][CH2:17][CH2:18][CH2:19]OS(C(F)(F)F)(=O)=O.C([O-])([O-])=O.[K+].[K+], predict the reaction product. The product is: [CH3:1][O:2][C:3](=[O:13])[C:4]1[CH:9]=[CH:8][C:7]([CH2:10][CH3:11])=[C:6]([O:12][CH2:19][CH2:18][CH2:17][O:16][C:15]([F:29])([F:28])[F:14])[CH:5]=1.